This data is from Full USPTO retrosynthesis dataset with 1.9M reactions from patents (1976-2016). The task is: Predict the reactants needed to synthesize the given product. (1) Given the product [CH3:18][C:13]1[CH:12]=[C:11]([S:1]([C:22]2[CH:23]=[C:24]([CH3:5])[CH:25]=[C:20]([CH3:26])[CH:21]=2)=[O:2])[CH:16]=[C:15]([CH3:17])[CH:14]=1, predict the reactants needed to synthesize it. The reactants are: [S:1](Cl)(Cl)=[O:2].[CH2:5]1COCC1.Br[C:11]1[CH:16]=[C:15]([CH3:17])[CH:14]=[C:13]([CH3:18])[CH:12]=1.Cl.[C:20]1([CH3:26])[CH:25]=[CH:24][CH:23]=[CH:22][CH:21]=1. (2) Given the product [F:27][C:28]1[CH:34]=[C:33]([F:35])[CH:32]=[CH:31][C:29]=1[NH:30][C:2]1[CH:3]=[CH:4][C:5]2[C:11](=[O:12])[C:10]3[CH:13]=[CH:14][CH:15]=[C:16]([O:17][CH2:18][CH2:19][N:20]4[CH2:25][CH2:24][O:23][CH2:22][CH2:21]4)[C:9]=3[CH2:8][CH2:7][C:6]=2[CH:26]=1, predict the reactants needed to synthesize it. The reactants are: Cl[C:2]1[CH:3]=[CH:4][C:5]2[C:11](=[O:12])[C:10]3[CH:13]=[CH:14][CH:15]=[C:16]([O:17][CH2:18][CH2:19][N:20]4[CH2:25][CH2:24][O:23][CH2:22][CH2:21]4)[C:9]=3[CH2:8][CH2:7][C:6]=2[CH:26]=1.[F:27][C:28]1[CH:34]=[C:33]([F:35])[CH:32]=[CH:31][C:29]=1[NH2:30].P.O(C(C)(C)C)[Na]. (3) Given the product [CH3:1][O:2][C:3](=[O:4])[C:5]1[C:10]([CH3:11])=[CH:9][C:8]([C:12]2[CH:17]=[CH:16][CH:15]=[C:14]([C:18]([F:21])([F:19])[F:20])[CH:13]=2)=[N:7][C:6]=1[O:22][CH2:32][CH2:33][O:34][CH2:35][C:36]1[CH:41]=[CH:40][CH:39]=[CH:38][CH:37]=1, predict the reactants needed to synthesize it. The reactants are: [CH3:1][O:2][C:3]([C:5]1[C:6](=[O:22])[NH:7][C:8]([C:12]2[CH:17]=[CH:16][CH:15]=[C:14]([C:18]([F:21])([F:20])[F:19])[CH:13]=2)=[CH:9][C:10]=1[CH3:11])=[O:4].C(=O)([O-])[O-].[Cs+].[Cs+].[I-].[K+].Br[CH2:32][CH2:33][O:34][CH2:35][C:36]1[CH:41]=[CH:40][CH:39]=[CH:38][CH:37]=1. (4) The reactants are: [CH2:1]([C@H:8]1[CH2:12][O:11][C:10](=[O:13])[NH:9]1)[C:2]1[CH:7]=[CH:6][CH:5]=[CH:4][CH:3]=1.[CH2:14]([Li])[CH2:15]CC.[Cl-].[NH4+].[O:21]1[CH2:25][CH2:24][CH2:23][CH2:22]1. Given the product [CH2:1]([C@H:8]1[CH2:12][O:11][C:10](=[O:13])[N:9]1[C:22](=[O:21])[CH2:23][CH2:24][CH:25]1[CH2:15][CH2:14]1)[C:2]1[CH:3]=[CH:4][CH:5]=[CH:6][CH:7]=1, predict the reactants needed to synthesize it. (5) Given the product [N:14]1([NH2:3])[C:23]2[C:18](=[CH:19][C:20]3[CH:27]=[CH:26][CH:25]=[CH:24][C:21]=3[CH:22]=2)[CH2:17][CH2:16][CH2:15]1, predict the reactants needed to synthesize it. The reactants are: C1C2C3C=CC=CC=3C=CC=2[NH2+:3]C=1.[NH:14]1[C:23]2[C:18](=[CH:19][C:20]3[CH:27]=[CH:26][CH:25]=[CH:24][C:21]=3[CH:22]=2)[CH2:17][CH2:16][CH2:15]1.